This data is from Forward reaction prediction with 1.9M reactions from USPTO patents (1976-2016). The task is: Predict the product of the given reaction. (1) Given the reactants [N:1]1[CH:6]=[CH:5][CH:4]=[CH:3][C:2]=1[N:7]1[CH2:12][CH2:11][N:10]([C:13]2[CH:23]=[CH:22][C:16]([C:17](OCC)=[O:18])=[CH:15][CH:14]=2)[CH2:9][CH2:8]1.O.[NH2:25][NH2:26].O, predict the reaction product. The product is: [N:1]1[CH:6]=[CH:5][CH:4]=[CH:3][C:2]=1[N:7]1[CH2:12][CH2:11][N:10]([C:13]2[CH:23]=[CH:22][C:16]([C:17]([NH:25][NH2:26])=[O:18])=[CH:15][CH:14]=2)[CH2:9][CH2:8]1. (2) Given the reactants [C:1]([OH:5])([CH3:4])([CH3:3])[CH3:2].[Li]CCCC.[I:11][C:12]1[C:13]([O:21][CH3:22])=[C:14]([CH:18]=[CH:19][CH:20]=1)[C:15](Cl)=[O:16], predict the reaction product. The product is: [I:11][C:12]1[C:13]([O:21][CH3:22])=[C:14]([CH:18]=[CH:19][CH:20]=1)[C:15]([O:5][C:1]([CH3:4])([CH3:3])[CH3:2])=[O:16]. (3) Given the reactants [CH3:1][C:2]1([CH3:14])[CH2:11][CH2:10][C:9]([CH3:13])([CH3:12])[C:8]2[CH:7]=[CH:6][CH:5]=[CH:4][C:3]1=2.ClCCl.[Cl-].[Al+3].[Cl-].[Cl-].[C:22](Cl)(=[O:25])[CH2:23][CH3:24], predict the reaction product. The product is: [CH2:23]([C:22]([C:6]1[CH:5]=[CH:4][C:3]2[C:2]([CH3:14])([CH3:1])[CH2:11][CH2:10][C:9]([CH3:13])([CH3:12])[C:8]=2[CH:7]=1)=[O:25])[CH3:24]. (4) Given the reactants [Cl:1][C:2]1[C:7]([N:8]2[CH2:13][CH2:12][CH:11]([C:14]3[C:19]([F:20])=[CH:18][CH:17]=[C:16]([F:21])[C:15]=3[O:22][CH:23]([F:25])[F:24])[CH2:10][CH2:9]2)=[CH:6][N:5]=[N:4][C:3]=1[NH:26][NH2:27].C(=O)([O-])[O-].[Na+].[Na+].C1COCC1.[CH:39]1([CH2:42][C:43](Cl)=[O:44])[CH2:41][CH2:40]1, predict the reaction product. The product is: [Cl:1][C:2]1[C:7]([N:8]2[CH2:9][CH2:10][CH:11]([C:14]3[C:19]([F:20])=[CH:18][CH:17]=[C:16]([F:21])[C:15]=3[O:22][CH:23]([F:25])[F:24])[CH2:12][CH2:13]2)=[CH:6][N:5]=[N:4][C:3]=1[NH:26][NH:27][C:43](=[O:44])[CH2:42][CH:39]1[CH2:41][CH2:40]1. (5) Given the reactants Br[C:2]1[CH:3]=[C:4]([CH:30]=[CH:31][C:32]=1[N:33]=[C:34]1[S:38]S[N:36]=[C:35]1Cl)[C:5]([NH:7][C:8]1[C:13]([CH3:14])=[CH:12][C:11]([C:15]([F:27])([C:20]([F:26])([F:25])[C:21]([F:24])([F:23])[F:22])[C:16]([F:19])([F:18])[F:17])=[CH:10][C:9]=1[CH2:28][CH3:29])=[O:6].C(OCC)(=O)C, predict the reaction product. The product is: [C:35]([C:34]1[S:38][C:2]2[CH:3]=[C:4]([C:5]([NH:7][C:8]3[C:13]([CH3:14])=[CH:12][C:11]([C:15]([F:27])([C:20]([F:26])([F:25])[C:21]([F:24])([F:23])[F:22])[C:16]([F:19])([F:18])[F:17])=[CH:10][C:9]=3[CH2:28][CH3:29])=[O:6])[CH:30]=[CH:31][C:32]=2[N:33]=1)#[N:36]. (6) Given the reactants [NH2:1][C:2]1[CH:3]=[C:4]2[C:8](=[CH:9][CH:10]=1)[NH:7][N:6]=[CH:5]2.[CH3:11][C:12](OC(C)=O)=[O:13], predict the reaction product. The product is: [C:12]([NH:1][C:2]1[CH:3]=[C:4]2[C:8](=[CH:9][CH:10]=1)[NH:7][N:6]=[CH:5]2)(=[O:13])[CH3:11]. (7) Given the reactants [C:1](/[CH:3]=[CH:4]/[S:5]([C:8]1[CH:9]=[C:10]([C:14]([CH3:19])([CH3:18])[C:15]([OH:17])=O)[CH:11]=[CH:12][CH:13]=1)(=[O:7])=[O:6])#[N:2].[CH3:20][O:21][C:22]1[CH:23]=[C:24]([CH:26]=[CH:27][CH:28]=1)[NH2:25].Cl.CN(C)CCCN=C=NCC.ON1C2C=CC=CC=2N=N1, predict the reaction product. The product is: [C:1](/[CH:3]=[CH:4]/[S:5]([C:8]1[CH:9]=[C:10]([C:14]([CH3:19])([CH3:18])[C:15]([NH:25][C:24]2[CH:26]=[CH:27][CH:28]=[C:22]([O:21][CH3:20])[CH:23]=2)=[O:17])[CH:11]=[CH:12][CH:13]=1)(=[O:6])=[O:7])#[N:2]. (8) Given the reactants [C:1]([O:5][C:6]1[C:11]2[N:12]=[C:13]([O:15][CH:16]([CH3:18])[CH3:17])[S:14][C:10]=2[CH:9]=[CH:8][CH:7]=1)([CH3:4])([CH3:3])[CH3:2].[Br:19]N1C(=O)CCC1=O, predict the reaction product. The product is: [Br:19][C:9]1[C:10]2[S:14][C:13]([O:15][CH:16]([CH3:18])[CH3:17])=[N:12][C:11]=2[C:6]([O:5][C:1]([CH3:4])([CH3:3])[CH3:2])=[CH:7][CH:8]=1. (9) Given the reactants [NH2:1][C:2]1[CH:3]=[C:4]([C:8]([C:10]2[C:18]3[CH:17]=[N:16][CH:15]=[N:14][C:13]=3[N:12]([CH:19]([CH3:21])[CH3:20])[CH:11]=2)=[O:9])[CH:5]=[N:6][CH:7]=1.[CH:22]1([N:25]2[C:29]([C:30]([F:33])([F:32])[F:31])=[C:28]([CH2:34][C:35](O)=[O:36])[CH:27]=[N:26]2)[CH2:24][CH2:23]1.CCCP(O)(O)=O, predict the reaction product. The product is: [CH:22]1([N:25]2[C:29]([C:30]([F:32])([F:31])[F:33])=[C:28]([CH2:34][C:35]([NH:1][C:2]3[CH:7]=[N:6][CH:5]=[C:4]([C:8]([C:10]4[C:18]5[CH:17]=[N:16][CH:15]=[N:14][C:13]=5[N:12]([CH:19]([CH3:21])[CH3:20])[CH:11]=4)=[O:9])[CH:3]=3)=[O:36])[CH:27]=[N:26]2)[CH2:23][CH2:24]1.